From a dataset of Forward reaction prediction with 1.9M reactions from USPTO patents (1976-2016). Predict the product of the given reaction. (1) Given the reactants Br[C:2]1[CH:7]=[C:6]2[N:8]([C:16]3[C:25]4[C:20](=[CH:21][C:22]([O:27][CH3:28])=[C:23]([Cl:26])[CH:24]=4)[N:19]=[C:18]([CH3:29])[C:17]=3[CH3:30])[CH2:9][C:10]3([CH2:15][CH2:14][O:13][CH2:12][CH2:11]3)[C:5]2=[CH:4][CH:3]=1.[C:31]([Cu])#[N:32], predict the reaction product. The product is: [Cl:26][C:23]1[CH:24]=[C:25]2[C:20](=[CH:21][C:22]=1[O:27][CH3:28])[N:19]=[C:18]([CH3:29])[C:17]([CH3:30])=[C:16]2[N:8]1[C:6]2[C:5](=[CH:4][CH:3]=[C:2]([C:31]#[N:32])[CH:7]=2)[C:10]2([CH2:15][CH2:14][O:13][CH2:12][CH2:11]2)[CH2:9]1. (2) Given the reactants [N:1]([CH2:4][C:5]1([CH2:11][N:12]=[N+]=[N-])[CH2:8][S:7](=[O:10])(=[O:9])[CH2:6]1)=[N+]=[N-], predict the reaction product. The product is: [O:9]=[S:7]1(=[O:10])[CH2:8][C:5]([CH2:11][NH2:12])([CH2:4][NH2:1])[CH2:6]1. (3) Given the reactants [NH2:1][C:2]1[CH:7]=[CH:6][C:5]([OH:8])=[CH:4][CH:3]=1.C(=O)([O-])[O-].[Cs+].[Cs+].Cl[C:16]1[CH:17]=[CH:18][N:19]=[C:20]2[C:25]=1[N:24]=[CH:23][C:22]([O:26][CH3:27])=[CH:21]2, predict the reaction product. The product is: [CH3:27][O:26][C:22]1[CH:21]=[C:20]2[C:25]([C:16]([O:8][C:5]3[CH:6]=[CH:7][C:2]([NH2:1])=[CH:3][CH:4]=3)=[CH:17][CH:18]=[N:19]2)=[N:24][CH:23]=1. (4) The product is: [NH2:26][C:17]1[CH:18]=[C:19]([C:22]([F:24])([F:23])[F:25])[CH:20]=[CH:21][C:16]=1[S:13]([NH:12][C:9]1[CH:10]=[CH:11][C:2]([Cl:1])=[C:3]2[C:8]=1[N:7]=[CH:6][CH:5]=[CH:4]2)(=[O:14])=[O:15]. Given the reactants [Cl:1][C:2]1[CH:11]=[CH:10][C:9]([NH:12][S:13]([C:16]2[CH:21]=[CH:20][C:19]([C:22]([F:25])([F:24])[F:23])=[CH:18][C:17]=2[N+:26]([O-])=O)(=[O:15])=[O:14])=[C:8]2[C:3]=1[CH:4]=[CH:5][CH:6]=[N:7]2.Cl[Sn]Cl, predict the reaction product. (5) Given the reactants CC(OC1C=CC=C(OC(C)C)C=1C1C(P(C2CCCCC2)C2CCCCC2)=CC=CC=1)C.N1C2C(=CC=CC=2)CC1.FC(F)(F)C(O)=O.[N:50]1[N:51]([CH2:58][C:59]([CH3:62])([OH:61])[CH3:60])[CH:52]=[C:53]2[CH2:57][NH:56][CH2:55][C:54]=12.[O-]P([O-])([O-])=O.[K+].[K+].[K+].[CH2:71]([N:74]1[C:82]2[C:77](=[N:78][C:79](I)=[C:80]([Cl:83])[CH:81]=2)[N:76]=[C:75]1[O:85][C@@H:86]1[CH2:90][O:89][C@@H:88]2[C@H:91]([O:94][Si:95]([C:98]([CH3:101])([CH3:100])[CH3:99])([CH3:97])[CH3:96])[CH2:92][O:93][C@H:87]12)[CH:72]=[CH2:73], predict the reaction product. The product is: [Si:95]([O:94][C@H:91]1[C@H:88]2[O:89][CH2:90][C@@H:86]([O:85][C:75]3[N:74]([CH2:71][CH:72]=[CH2:73])[C:82]4[C:77]([N:76]=3)=[N:78][C:79]([N:56]3[CH2:57][C:53]5[C:54](=[N:50][N:51]([CH2:58][C:59]([CH3:62])([OH:61])[CH3:60])[CH:52]=5)[CH2:55]3)=[C:80]([Cl:83])[CH:81]=4)[C@H:87]2[O:93][CH2:92]1)([C:98]([CH3:100])([CH3:101])[CH3:99])([CH3:96])[CH3:97]. (6) Given the reactants [C:1]([C@H:5]([NH:9][NH:10][C:11](=[O:21])[C:12]1[CH:17]=[CH:16][CH:15]=[C:14]([O:18][CH3:19])[C:13]=1[CH3:20])[CH2:6][CH:7]=[CH2:8])([CH3:4])([CH3:3])[CH3:2].C[C@@:23]([C:31]1[CH:36]=[CH:35][CH:34]=[CH:33][CH:32]=1)([C:27]([F:30])([F:29])[F:28])[C:24](Cl)=[O:25].[C:37]([O-])([O-])=[O:38].[K+].[K+], predict the reaction product. The product is: [C:1]([C@H:5]([N:9]([C:24](=[O:25])[C@@:23]([O:38][CH3:37])([C:31]1[CH:36]=[CH:35][CH:34]=[CH:33][CH:32]=1)[C:27]([F:30])([F:29])[F:28])[NH:10][C:11](=[O:21])[C:12]1[CH:17]=[CH:16][CH:15]=[C:14]([O:18][CH3:19])[C:13]=1[CH3:20])[CH2:6][CH:7]=[CH2:8])([CH3:4])([CH3:2])[CH3:3].